From a dataset of Catalyst prediction with 721,799 reactions and 888 catalyst types from USPTO. Predict which catalyst facilitates the given reaction. (1) The catalyst class is: 12. Reactant: [F:1][CH:2]([F:28])[C:3]1[C:4]([CH2:19][NH:20]C(=O)OC(C)(C)C)=[CH:5][C:6]([C:9]2[CH:10]=[N:11][C:12]([C:15]([F:18])([F:17])[F:16])=[N:13][CH:14]=2)=[N:7][CH:8]=1.[ClH:29]. Product: [ClH:29].[F:28][CH:2]([F:1])[C:3]1[C:4]([CH2:19][NH2:20])=[CH:5][C:6]([C:9]2[CH:14]=[N:13][C:12]([C:15]([F:18])([F:17])[F:16])=[N:11][CH:10]=2)=[N:7][CH:8]=1. (2) Reactant: [CH3:1][C:2]1[C:11]([CH3:12])=[CH:10][C:5]([C:6]([O:8][CH3:9])=[O:7])=[C:4]([CH:13]=O)[CH:3]=1.[F:15][C:16]1[CH:17]=[C:18]([CH:20]=[CH:21][CH:22]=1)[NH2:19]. Product: [CH3:1][C:2]1[C:11]([CH3:12])=[CH:10][C:5]([C:6]([O:8][CH3:9])=[O:7])=[C:4]([CH:13]=[N:19][C:18]2[CH:20]=[CH:21][CH:22]=[C:16]([F:15])[CH:17]=2)[CH:3]=1. The catalyst class is: 8. (3) Reactant: [F:1][C:2]1[CH:7]=[C:6]([N+:8]([O-:10])=[O:9])[C:5]([CH:11](C(OC)=O)[C:12]([O:14][CH3:15])=[O:13])=[C:4]([N+:20]([O-:22])=[O:21])[CH:3]=1.[Cl-].[Li+]. Product: [F:1][C:2]1[CH:3]=[C:4]([N+:20]([O-:22])=[O:21])[C:5]([CH2:11][C:12]([O:14][CH3:15])=[O:13])=[C:6]([N+:8]([O-:10])=[O:9])[CH:7]=1. The catalyst class is: 58.